Dataset: Catalyst prediction with 721,799 reactions and 888 catalyst types from USPTO. Task: Predict which catalyst facilitates the given reaction. Product: [Br:27][CH2:19][C:4]1[CH:3]=[C:2]([F:1])[CH:7]=[CH:6][C:5]=1[C:8]([CH3:17])([CH3:18])[CH2:9][C@:10]1([C:13]([F:16])([F:14])[F:15])[CH2:12][O:11]1. The catalyst class is: 340. Reactant: [F:1][C:2]1[CH:7]=[CH:6][C:5]([C:8]([CH3:18])([CH3:17])[CH2:9][C@:10]2([C:13]([F:16])([F:15])[F:14])[CH2:12][O:11]2)=[C:4]([CH3:19])[CH:3]=1.C1C(=O)N([Br:27])C(=O)C1.